Dataset: hERG Central: cardiac toxicity at 1µM, 10µM, and general inhibition. Task: Predict hERG channel inhibition at various concentrations. (1) The molecule is Cn1c2ccccc2c2cnn(CC(=O)NCCCN3CCN(c4ccccc4F)CC3)c(=O)c21. Results: hERG_inhib (hERG inhibition (general)): blocker. (2) The compound is Cc1cc(Cl)c(C)c(S(=O)(=O)N2CCN(CC(=O)N3CCOCC3)CC2)c1Cl. Results: hERG_inhib (hERG inhibition (general)): blocker. (3) Results: hERG_inhib (hERG inhibition (general)): blocker. The compound is O=C1OC(CC(=O)N(Cc2nnc(-c3ccc(Cl)cc3)o2)C2CC2)c2ccccc21. (4) The drug is CCOC(=O)c1c(NC(=O)c2cccs2)sc(C(=O)N2CCOCC2)c1C. Results: hERG_inhib (hERG inhibition (general)): blocker.